This data is from Forward reaction prediction with 1.9M reactions from USPTO patents (1976-2016). The task is: Predict the product of the given reaction. (1) The product is: [CH3:1][O:2][C:3]1[C:8]([O:9][CH3:10])=[C:7]([O:11][CH3:12])[CH:6]=[CH:5][C:4]=1[CH2:13][CH2:14][CH2:15][CH2:16][C:17]([OH:19])=[O:18]. Given the reactants [CH3:1][O:2][C:3]1[C:8]([O:9][CH3:10])=[C:7]([O:11][CH3:12])[CH:6]=[CH:5][C:4]=1/[CH:13]=[CH:14]/[CH2:15][CH2:16][C:17]([OH:19])=[O:18], predict the reaction product. (2) Given the reactants [F:1][C:2]([F:23])([F:22])[C:3]1[CH:4]=[C:5]([C:20]#N)[C:6]2[N:10]=[CH:9][N:8]([CH2:11][O:12][CH2:13][CH2:14][Si:15]([CH3:18])([CH3:17])[CH3:16])[C:7]=2[CH:19]=1.[H-].C([Al+]CC(C)C)C(C)C.C(C(C(C([O-])=O)O)O)([O-])=[O:35].[K+].[Na+].[BH4-].[Li+], predict the reaction product. The product is: [F:1][C:2]([F:23])([F:22])[C:3]1[CH:4]=[C:5]([CH2:20][OH:35])[C:6]2[N:10]=[CH:9][N:8]([CH2:11][O:12][CH2:13][CH2:14][Si:15]([CH3:18])([CH3:17])[CH3:16])[C:7]=2[CH:19]=1. (3) Given the reactants FC1C=C(F)C=CC=1NC1C=CC(C(C2C=C(N3C=C(CCO)N=N3)C=CC=2C)=O)=C(C)C=1.Br[C:35]1[CH:40]=[CH:39][C:38]([C:41]([C:43]2[CH:48]=[C:47]([N:49]3[CH:53]=[C:52]([CH2:54][CH2:55][OH:56])[N:51]=[N:50]3)[CH:46]=[CH:45][C:44]=2[CH3:57])=[O:42])=[C:37]([CH3:58])[CH:36]=1.[Cl:59][C:60]1[CH:61]=[C:62]([NH2:67])[CH:63]=[CH:64][C:65]=1[Cl:66], predict the reaction product. The product is: [Cl:59][C:60]1[CH:61]=[C:62]([NH:67][C:35]2[CH:40]=[CH:39][C:38]([C:41]([C:43]3[CH:48]=[C:47]([N:49]4[CH:53]=[C:52]([CH2:54][CH2:55][OH:56])[N:51]=[N:50]4)[CH:46]=[CH:45][C:44]=3[CH3:57])=[O:42])=[C:37]([CH3:58])[CH:36]=2)[CH:63]=[CH:64][C:65]=1[Cl:66]. (4) Given the reactants C(OC([N:8]1[CH2:16][C:15]2[C:10](=[CH:11][C:12]([O:18][CH3:19])=[C:13]([Cl:17])[CH:14]=2)[CH2:9]1)=O)(C)(C)C.Cl, predict the reaction product. The product is: [ClH:17].[Cl:17][C:13]1[CH:14]=[C:15]2[C:10](=[CH:11][C:12]=1[O:18][CH3:19])[CH2:9][NH:8][CH2:16]2. (5) Given the reactants [Br:1][C:2]1[O:6][C:5]([CH2:7][OH:8])=[N:4][C:3]=1[C:9]1[CH:14]=[CH:13][C:12]([C:15]([F:18])([F:17])[F:16])=[CH:11][CH:10]=1.[Cr](Cl)([O-])(=O)=O.[NH+]1C=CC=CC=1, predict the reaction product. The product is: [Br:1][C:2]1[O:6][C:5]([CH:7]=[O:8])=[N:4][C:3]=1[C:9]1[CH:10]=[CH:11][C:12]([C:15]([F:18])([F:17])[F:16])=[CH:13][CH:14]=1.